From a dataset of Full USPTO retrosynthesis dataset with 1.9M reactions from patents (1976-2016). Predict the reactants needed to synthesize the given product. (1) Given the product [F:94][C:92]1[CH:91]=[C:49]([CH:48]=[C:47]([F:46])[CH:93]=1)[CH2:50][N:51]1[CH:55]=[C:54]([C:56]2[C:64]3[C:59](=[N:60][CH:61]=[C:62]([C:65]4[CH:66]=[CH:67][C:68]([N:71]5[CH2:72][CH2:73][N:74]([CH2:77][C:78]([NH2:80])=[O:79])[CH2:75][CH2:76]5)=[N:69][CH:70]=4)[CH:63]=3)[NH:58][CH:57]=2)[CH:53]=[N:52]1, predict the reactants needed to synthesize it. The reactants are: Cl.FC1C=C(C=CC=1)CN1C=C(C2C3C(=NC=C(C4C=CC(C5CCNCC5)=CC=4)C=3)N(S(C3C=CC(C)=CC=3)(=O)=O)C=2)C=N1.[F:46][C:47]1[CH:48]=[C:49]([CH:91]=[C:92]([F:94])[CH:93]=1)[CH2:50][N:51]1[CH:55]=[C:54]([C:56]2[C:64]3[C:59](=[N:60][CH:61]=[C:62]([C:65]4[CH:66]=[CH:67][C:68]([N:71]5[CH2:76][CH2:75][N:74]([CH2:77][C:78]([NH2:80])=[O:79])[CH2:73][CH2:72]5)=[N:69][CH:70]=4)[CH:63]=3)[N:58](S(C3C=CC(C)=CC=3)(=O)=O)[CH:57]=2)[CH:53]=[N:52]1.[OH-].[Li+]. (2) The reactants are: [CH3:1][O:2][C:3]([C:5]1[CH:14]=[C:13]([OH:15])[C:12]2[C:7](=[C:8]([O:18][CH3:19])[CH:9]=[C:10]([CH:16]=O)[CH:11]=2)[N:6]=1)=[O:4].C(=O)C1C=CC=CC=1.[CH2:28]([NH2:35])[C:29]1[CH:34]=[CH:33][CH:32]=[CH:31][CH:30]=1. Given the product [CH3:1][O:2][C:3]([C:5]1[CH:14]=[C:13]([OH:15])[C:12]2[C:7](=[C:8]([O:18][CH3:19])[CH:9]=[C:10]([CH2:16][NH:35][CH2:28][C:29]3[CH:34]=[CH:33][CH:32]=[CH:31][CH:30]=3)[CH:11]=2)[N:6]=1)=[O:4], predict the reactants needed to synthesize it. (3) Given the product [C:39]([NH:46][N:7]1[C:2]2[C:3](=[CH:8][CH:9]=[CH:10][N:11]=2)[CH:4]=[CH:5][CH2:6]1)([O:41][C:42]([CH3:45])([CH3:44])[CH3:43])=[O:40], predict the reactants needed to synthesize it. The reactants are: Br[C:2]1[N:11]=[C:10](C(NCC2C=CC(F)=CC=2)=O)[C:9](O)=[C:8]2[C:3]=1[CH:4]=[CH:5][CH:6]=[N:7]2.C(C([Sn])=C(CCCC)CCCC)CCC.[C:39]([NH:46]CCN)([O:41][C:42]([CH3:45])([CH3:44])[CH3:43])=[O:40]. (4) Given the product [OH:22][CH2:21][CH2:20][NH:19][C:2]1[C:3](=[O:18])[N:4]([CH:15]([CH3:17])[CH3:16])[S:5](=[O:14])(=[O:13])[C:6]=1[C:7]1[CH:12]=[CH:11][CH:10]=[CH:9][CH:8]=1, predict the reactants needed to synthesize it. The reactants are: Cl[C:2]1[C:3](=[O:18])[N:4]([CH:15]([CH3:17])[CH3:16])[S:5](=[O:14])(=[O:13])[C:6]=1[C:7]1[CH:12]=[CH:11][CH:10]=[CH:9][CH:8]=1.[NH2:19][CH2:20][CH2:21][OH:22]. (5) Given the product [N:10]([CH2:13][C@@H:14]([OH:21])[CH2:15][C:16]([O:18][CH2:19][CH3:20])=[O:17])=[N+:11]=[N-:12], predict the reactants needed to synthesize it. The reactants are: OC(C)CC(OCC)=O.[N:10]([CH2:13][CH:14]([OH:21])[CH2:15][C:16]([O:18][CH2:19][CH3:20])=[O:17])=[N+:11]=[N-:12].